Dataset: Forward reaction prediction with 1.9M reactions from USPTO patents (1976-2016). Task: Predict the product of the given reaction. Given the reactants [NH2:1][C:2](=[O:18])[C@H:3]([NH:10]C(=O)OC(C)(C)C)[CH2:4][C:5]1[S:6][CH:7]=[CH:8][CH:9]=1, predict the reaction product. The product is: [NH2:10][C@H:3]([CH2:4][C:5]1[S:6][CH:7]=[CH:8][CH:9]=1)[C:2]([NH2:1])=[O:18].